Dataset: NCI-60 drug combinations with 297,098 pairs across 59 cell lines. Task: Regression. Given two drug SMILES strings and cell line genomic features, predict the synergy score measuring deviation from expected non-interaction effect. (1) Cell line: NCI-H460. Synergy scores: CSS=42.0, Synergy_ZIP=-0.246, Synergy_Bliss=-1.35, Synergy_Loewe=-4.67, Synergy_HSA=0.565. Drug 2: CC1C(C(CC(O1)OC2CC(CC3=C2C(=C4C(=C3O)C(=O)C5=CC=CC=C5C4=O)O)(C(=O)C)O)N)O. Drug 1: CC1=C(C(CCC1)(C)C)C=CC(=CC=CC(=CC(=O)O)C)C. (2) Drug 1: C1CC(=O)NC(=O)C1N2CC3=C(C2=O)C=CC=C3N. Drug 2: CC1C(C(CC(O1)OC2CC(CC3=C2C(=C4C(=C3O)C(=O)C5=CC=CC=C5C4=O)O)(C(=O)C)O)N)O. Cell line: KM12. Synergy scores: CSS=28.6, Synergy_ZIP=1.84, Synergy_Bliss=1.53, Synergy_Loewe=-13.0, Synergy_HSA=1.68. (3) Drug 1: C1=CC(=C2C(=C1NCCNCCO)C(=O)C3=C(C=CC(=C3C2=O)O)O)NCCNCCO. Drug 2: CCC1(C2=C(COC1=O)C(=O)N3CC4=CC5=C(C=CC(=C5CN(C)C)O)N=C4C3=C2)O.Cl. Cell line: A549. Synergy scores: CSS=54.9, Synergy_ZIP=-0.733, Synergy_Bliss=0.995, Synergy_Loewe=-1.93, Synergy_HSA=3.06. (4) Drug 1: CC12CCC3C(C1CCC2O)C(CC4=C3C=CC(=C4)O)CCCCCCCCCS(=O)CCCC(C(F)(F)F)(F)F. Drug 2: CC12CCC3C(C1CCC2OP(=O)(O)O)CCC4=C3C=CC(=C4)OC(=O)N(CCCl)CCCl.[Na+]. Cell line: A498. Synergy scores: CSS=-2.92, Synergy_ZIP=0.891, Synergy_Bliss=-1.32, Synergy_Loewe=-3.86, Synergy_HSA=-3.86. (5) Drug 1: COC1=NC(=NC2=C1N=CN2C3C(C(C(O3)CO)O)O)N. Drug 2: CCN(CC)CCNC(=O)C1=C(NC(=C1C)C=C2C3=C(C=CC(=C3)F)NC2=O)C. Cell line: IGROV1. Synergy scores: CSS=-8.75, Synergy_ZIP=3.65, Synergy_Bliss=-5.89, Synergy_Loewe=-13.2, Synergy_HSA=-15.7. (6) Drug 1: CC1=C2C(C(=O)C3(C(CC4C(C3C(C(C2(C)C)(CC1OC(=O)C(C(C5=CC=CC=C5)NC(=O)OC(C)(C)C)O)O)OC(=O)C6=CC=CC=C6)(CO4)OC(=O)C)O)C)O. Drug 2: C(CC(=O)O)C(=O)CN.Cl. Cell line: LOX IMVI. Synergy scores: CSS=3.63, Synergy_ZIP=0.431, Synergy_Bliss=4.20, Synergy_Loewe=-1.22, Synergy_HSA=-0.657.